From a dataset of Catalyst prediction with 721,799 reactions and 888 catalyst types from USPTO. Predict which catalyst facilitates the given reaction. Reactant: [C:1]1([Li])[CH:6]=[CH:5][CH:4]=[CH:3][CH:2]=1.[C:8]1([CH:14]([C:16]2[CH:21]=[CH:20][CH:19]=[CH:18][N:17]=2)[CH3:15])C=CC=CC=1.IC.[Cl-].[NH4+]. Product: [C:1]1([C:14]([C:16]2[CH:21]=[CH:20][CH:19]=[CH:18][N:17]=2)([CH3:15])[CH3:8])[CH:6]=[CH:5][CH:4]=[CH:3][CH:2]=1. The catalyst class is: 28.